Predict which catalyst facilitates the given reaction. From a dataset of Catalyst prediction with 721,799 reactions and 888 catalyst types from USPTO. (1) Reactant: [F:1][C:2]1[CH:7]=[C:6]([F:8])[CH:5]=[CH:4][C:3]=1[C:9]([F:24])([F:23])[CH:10]1[CH2:15][CH2:14][N:13](C(OC(C)(C)C)=O)[CH2:12][CH2:11]1.[ClH:25]. Product: [ClH:25].[F:1][C:2]1[CH:7]=[C:6]([F:8])[CH:5]=[CH:4][C:3]=1[C:9]([F:24])([F:23])[CH:10]1[CH2:15][CH2:14][NH:13][CH2:12][CH2:11]1. The catalyst class is: 2. (2) Reactant: [Br:1][C:2]1[CH:8]=[C:7]([F:9])[CH:6]=[CH:5][C:3]=1[NH2:4].C(N(CC)CC)C.[CH3:17][S:18](Cl)(=[O:20])=[O:19].Cl. Product: [Br:1][C:2]1[CH:8]=[C:7]([F:9])[CH:6]=[CH:5][C:3]=1[N:4]([S:18]([CH3:17])(=[O:20])=[O:19])[S:18]([CH3:17])(=[O:20])=[O:19]. The catalyst class is: 10. (3) Reactant: [CH2:1]([N:8]1[CH2:13][CH2:12][N:11]([C:14]([O:16][C:17]([CH3:20])([CH3:19])[CH3:18])=[O:15])[C@H:10]([CH2:21][OH:22])[CH2:9]1)[C:2]1[CH:7]=[CH:6][CH:5]=[CH:4][CH:3]=1.C(N(CC)CC)C.C(=O)([O-])O.[Na+]. Product: [CH2:1]([N:8]1[CH2:13][CH2:12][N:11]([C:14]([O:16][C:17]([CH3:18])([CH3:19])[CH3:20])=[O:15])[C@H:10]([CH:21]=[O:22])[CH2:9]1)[C:2]1[CH:7]=[CH:6][CH:5]=[CH:4][CH:3]=1. The catalyst class is: 764.